Dataset: Catalyst prediction with 721,799 reactions and 888 catalyst types from USPTO. Task: Predict which catalyst facilitates the given reaction. (1) Reactant: Cl[C:2]1[N:7]=[C:6]([Cl:8])[N:5]=[CH:4][N:3]=1.C(N(CC)C(C)C)(C)C.[N:18]1([C:24]2[CH:25]=[C:26]([CH:28]=[CH:29][CH:30]=2)[NH2:27])[CH2:23][CH2:22][O:21][CH2:20][CH2:19]1. Product: [Cl:8][C:6]1[N:5]=[CH:4][N:3]=[C:2]([NH:27][C:26]2[CH:28]=[CH:29][CH:30]=[C:24]([N:18]3[CH2:23][CH2:22][O:21][CH2:20][CH2:19]3)[CH:25]=2)[N:7]=1. The catalyst class is: 288. (2) Reactant: C(OC(=O)[N:7]([CH2:15][CH3:16])[CH2:8][CH:9]1[CH2:14][CH2:13][O:12][CH2:11][CH2:10]1)(C)(C)C.[ClH:18]. Product: [ClH:18].[CH2:15]([NH:7][CH2:8][CH:9]1[CH2:14][CH2:13][O:12][CH2:11][CH2:10]1)[CH3:16]. The catalyst class is: 12.